From a dataset of Full USPTO retrosynthesis dataset with 1.9M reactions from patents (1976-2016). Predict the reactants needed to synthesize the given product. Given the product [CH:1]12[O:8][CH:5]([CH2:6][CH2:7]1)[CH2:4][N:3]([C:9]1[C:10]3[CH2:20][O:21][C:16]4([CH2:17][CH2:18]4)[C:11]=3[N:12]=[C:13]([Cl:15])[N:14]=1)[CH2:2]2, predict the reactants needed to synthesize it. The reactants are: [CH:1]12[O:8][CH:5]([CH2:6][CH2:7]1)[CH2:4][N:3]([C:9]1[N:14]=[C:13]([Cl:15])[N:12]=[C:11]([C:16]3(O)[CH2:18][CH2:17]3)[C:10]=1[CH2:20][OH:21])[CH2:2]2.C1C=CC(P(C2C=CC=CC=2)C2C=CC=CC=2)=CC=1.CCOC(/N=N/C(OCC)=O)=O.